This data is from Full USPTO retrosynthesis dataset with 1.9M reactions from patents (1976-2016). The task is: Predict the reactants needed to synthesize the given product. (1) Given the product [C:9]1([CH:15]2[CH2:21][CH2:20][CH2:19][CH2:18][N:17]([CH2:54][C:1]3[CH:2]=[CH:3][C:4]([O:6][C:31]4[N:30]=[CH:29][CH:37]=[CH:36][C:32]=4[C:33]([NH2:35])=[O:34])=[CH:41][CH:40]=3)[CH2:16]2)[CH:14]=[CH:13][CH:12]=[CH:11][CH:10]=1, predict the reactants needed to synthesize it. The reactants are: [C:1](O)(=O)/[CH:2]=[CH:3]/[C:4]([OH:6])=O.[C:9]1([CH:15]2[CH2:21][CH2:20][CH2:19][CH2:18][NH:17][CH2:16]2)[CH:14]=[CH:13][CH:12]=[CH:11][CH:10]=1.C(C1C=CC(O[C:29]2[CH:37]=[CH:36][C:32]([C:33]([NH2:35])=[O:34])=[CH:31][N:30]=2)=CC=1)=O.[C:40](O[BH-](OC(=O)C)OC(=O)C)(=O)[CH3:41].[Na+].[C:54](O)(=O)C. (2) Given the product [Cl:1][C:2]1[C:17]([C:18]([F:21])([F:19])[F:20])=[CH:16][CH:15]=[CH:14][C:3]=1[CH2:4][N:5]1[C@@H:10]([CH3:11])[CH2:9][N:8]=[C:7]([O:12][CH2:33][CH3:34])[C:6]1=[O:13], predict the reactants needed to synthesize it. The reactants are: [Cl:1][C:2]1[C:17]([C:18]([F:21])([F:20])[F:19])=[CH:16][CH:15]=[CH:14][C:3]=1[CH2:4][N:5]1[C@@H:10]([CH3:11])[CH2:9][NH:8][C:7](=[O:12])[C:6]1=[O:13].C(=O)([O-])[O-].[Na+].[Na+].F[B-](F)(F)F.[CH2:33]([O+](CC)CC)[CH3:34].